From a dataset of NCI-60 drug combinations with 297,098 pairs across 59 cell lines. Regression. Given two drug SMILES strings and cell line genomic features, predict the synergy score measuring deviation from expected non-interaction effect. (1) Drug 1: CC1=C(N=C(N=C1N)C(CC(=O)N)NCC(C(=O)N)N)C(=O)NC(C(C2=CN=CN2)OC3C(C(C(C(O3)CO)O)O)OC4C(C(C(C(O4)CO)O)OC(=O)N)O)C(=O)NC(C)C(C(C)C(=O)NC(C(C)O)C(=O)NCCC5=NC(=CS5)C6=NC(=CS6)C(=O)NCCC[S+](C)C)O. Drug 2: C1=NNC2=C1C(=O)NC=N2. Cell line: COLO 205. Synergy scores: CSS=23.4, Synergy_ZIP=-8.27, Synergy_Bliss=-5.24, Synergy_Loewe=-16.8, Synergy_HSA=-5.19. (2) Drug 1: C1=CC(=CC=C1C#N)C(C2=CC=C(C=C2)C#N)N3C=NC=N3. Drug 2: CC(C)NC(=O)C1=CC=C(C=C1)CNNC.Cl. Cell line: PC-3. Synergy scores: CSS=-1.12, Synergy_ZIP=1.62, Synergy_Bliss=-0.398, Synergy_Loewe=0.359, Synergy_HSA=-3.12. (3) Drug 1: CC1C(C(CC(O1)OC2CC(CC3=C2C(=C4C(=C3O)C(=O)C5=C(C4=O)C(=CC=C5)OC)O)(C(=O)CO)O)N)O.Cl. Drug 2: CN(C(=O)NC(C=O)C(C(C(CO)O)O)O)N=O. Cell line: T-47D. Synergy scores: CSS=-3.60, Synergy_ZIP=3.37, Synergy_Bliss=4.63, Synergy_Loewe=-4.04, Synergy_HSA=-2.33.